Dataset: Catalyst prediction with 721,799 reactions and 888 catalyst types from USPTO. Task: Predict which catalyst facilitates the given reaction. (1) Reactant: [NH:1]1[CH2:6][CH2:5][CH:4]([N:7]2[C:11]3[CH:12]=[CH:13][CH:14]=[CH:15][C:10]=3[NH:9][C:8]2=[O:16])[CH2:3][CH2:2]1.FC(F)(F)C([NH:21][C:22]1[CH:27]=[CH:26][CH:25]=[CH:24][C:23]=1[O:28][CH2:29][C:30]1([CH3:33])[CH2:32][O:31]1)=O.[OH-].[NH4+]. Product: [NH2:21][C:22]1[CH:27]=[CH:26][CH:25]=[CH:24][C:23]=1[O:28][CH2:29][C:30]([OH:31])([CH3:33])[CH2:32][N:1]1[CH2:2][CH2:3][CH:4]([N:7]2[C:11]3[CH:12]=[CH:13][CH:14]=[CH:15][C:10]=3[NH:9][C:8]2=[O:16])[CH2:5][CH2:6]1. The catalyst class is: 14. (2) Reactant: [CH3:1][S:2][C:3]1[CH:8]=[CH:7][C:6](B(O)O)=[CH:5][CH:4]=1.[Br:12][C:13]1[CH:14]=[N:15][CH:16]=[C:17](Br)[CH:18]=1. Product: [Br:12][C:13]1[CH:14]=[N:15][CH:16]=[C:17]([C:6]2[CH:7]=[CH:8][C:3]([S:2][CH3:1])=[CH:4][CH:5]=2)[CH:18]=1. The catalyst class is: 25. (3) Reactant: [CH2:1]([C@H:6]1[CH2:11][CH2:10][C@H:9]([C@H:12]2[CH2:17][CH2:16][C@H:15]([CH:18]3OC(=O)[CH2:19]3)[CH2:14][CH2:13]2)[CH2:8][CH2:7]1)[CH2:2][CH2:3][CH2:4][CH3:5]. Product: [CH:18]([C@H:15]1[CH2:16][CH2:17][C@H:12]([C@H:9]2[CH2:10][CH2:11][C@H:6]([CH2:1][CH2:2][CH2:3][CH2:4][CH3:5])[CH2:7][CH2:8]2)[CH2:13][CH2:14]1)=[CH2:19]. The catalyst class is: 194. (4) Reactant: [NH2:1][C:2]1[C:10]2[C:9]([C:11]3[CH:16]=[CH:15][C:14]([Cl:17])=[C:13]([Cl:18])[CH:12]=3)=[N:8][C:7](S(C)=O)=[N:6][C:5]=2[S:4][C:3]=1[C:22]([NH2:24])=[O:23].[C:25]([NH2:29])([CH3:28])([CH3:27])[CH3:26]. Product: [NH2:1][C:2]1[C:10]2[C:9]([C:11]3[CH:16]=[CH:15][C:14]([Cl:17])=[C:13]([Cl:18])[CH:12]=3)=[N:8][C:7]([NH:29][C:25]([CH3:28])([CH3:27])[CH3:26])=[N:6][C:5]=2[S:4][C:3]=1[C:22]([NH2:24])=[O:23]. The catalyst class is: 3.